This data is from Reaction yield outcomes from USPTO patents with 853,638 reactions. The task is: Predict the reaction yield, written as a fraction of the theoretical maximum amount of product (1.0 means a 100% yield; for example, 0.34 means a 34% yield). (1) The reactants are [Cl:1][C:2]1[CH:14]=[C:13]([O:15][CH2:16][CH:17]=[C:18]([Cl:20])[Cl:19])[CH:12]=[C:11]([Cl:21])[C:3]=1[O:4][CH2:5][CH2:6][CH2:7][CH2:8][CH:9]=O.Cl.[Cl:23][C:24]([Cl:29])=[CH:25][CH2:26][O:27][NH2:28].Cl. The catalyst is N1C=CC=CC=1. The product is [Cl:23][C:24]([Cl:29])=[CH:25][CH2:26][O:27][N:28]=[CH:9][CH2:8][CH2:7][CH2:6][CH2:5][O:4][C:3]1[C:2]([Cl:1])=[CH:14][C:13]([O:15][CH2:16][CH:17]=[C:18]([Cl:20])[Cl:19])=[CH:12][C:11]=1[Cl:21]. The yield is 0.480. (2) The reactants are [CH3:1][O:2][CH:3]1[C:12]2[C:7](=[CH:8][CH:9]=[C:10]([C:13]3[C:18](=[O:19])[N:17]([CH2:20][C:21]4[CH:26]=[CH:25][C:24]([C:27]5[C:28]([C:33]#[N:34])=[CH:29][CH:30]=[CH:31][CH:32]=5)=[CH:23][CH:22]=4)[C:16]([CH2:35][CH2:36][CH3:37])=[N:15][C:14]=3[CH3:38])[CH:11]=2)[O:6][C:5]([CH3:40])([CH3:39])[CH2:4]1.Cl.[NH2:42]O.[C:44](=[O:47])([O-])[OH:45].[Na+]. The catalyst is CS(C)=O.C(OCC)(=O)C. The product is [CH3:1][O:2][CH:3]1[C:12]2[C:7](=[CH:8][CH:9]=[C:10]([C:13]3[C:18](=[O:19])[N:17]([CH2:20][C:21]4[CH:26]=[CH:25][C:24]([C:27]5[CH:32]=[CH:31][CH:30]=[CH:29][C:28]=5[C:33]5[NH:42][C:44](=[O:47])[O:45][N:34]=5)=[CH:23][CH:22]=4)[C:16]([CH2:35][CH2:36][CH3:37])=[N:15][C:14]=3[CH3:38])[CH:11]=2)[O:6][C:5]([CH3:39])([CH3:40])[CH2:4]1. The yield is 0.640. (3) The reactants are [NH:1]1[C:9]2[C:4](=[CH:5][C:6]([CH:10]=[O:11])=[CH:7][CH:8]=2)[CH:3]=[CH:2]1.N12CCN(CC1)C[CH2:13]2. The catalyst is C(=O)(OC)OC.O. The product is [CH3:13][N:1]1[C:9]2[C:4](=[CH:5][C:6]([CH:10]=[O:11])=[CH:7][CH:8]=2)[CH:3]=[CH:2]1. The yield is 0.460. (4) The reactants are Br[C:2]1[C:11]2[CH2:10][CH2:9][CH2:8][CH:7]([OH:12])[C:6]=2[CH:5]=[N:4][CH:3]=1.[F:13][C:14]([F:25])([F:24])[C:15]1[CH:20]=[CH:19][C:18](B(O)O)=[CH:17][CH:16]=1. The product is [F:13][C:14]([F:25])([F:24])[C:15]1[CH:20]=[CH:19][C:18]([C:2]2[C:11]3[CH2:10][CH2:9][CH2:8][CH:7]([OH:12])[C:6]=3[CH:5]=[N:4][CH:3]=2)=[CH:17][CH:16]=1. The yield is 0.860. No catalyst specified.